From a dataset of Forward reaction prediction with 1.9M reactions from USPTO patents (1976-2016). Predict the product of the given reaction. (1) Given the reactants [C:1]([C:4]1[N:9]=[N:8][C:7]([NH:10][C@@H:11]2[CH2:16][CH2:15][O:14][CH2:13][C@@H:12]2[NH:17]C(=O)OC(C)(C)C)=[CH:6][C:5]=1[NH:25][C:26]1[CH:31]=[CH:30][C:29]([O:32][CH3:33])=[C:28]([CH:34]([CH3:36])[CH3:35])[N:27]=1)(=[O:3])[NH2:2].FC(F)(F)C(O)=O, predict the reaction product. The product is: [NH2:17][C@@H:12]1[C@H:11]([NH:10][C:7]2[N:8]=[N:9][C:4]([C:1]([NH2:2])=[O:3])=[C:5]([NH:25][C:26]3[CH:31]=[CH:30][C:29]([O:32][CH3:33])=[C:28]([CH:34]([CH3:36])[CH3:35])[N:27]=3)[CH:6]=2)[CH2:16][CH2:15][O:14][CH2:13]1. (2) Given the reactants [F:1][C:2]1[CH:7]=[C:6]([S:8]([CH3:11])(=[O:10])=[O:9])[CH:5]=[CH:4][C:3]=1[OH:12].Cl[C:14]1[N:19]=[CH:18][N:17]=[C:16]2[N:20]([CH:23]3[CH2:28][CH2:27][CH:26]([C:29]4[O:33][N:32]=[C:31]([CH:34]([CH3:36])[CH3:35])[N:30]=4)[CH2:25][CH2:24]3)[N:21]=[CH:22][C:15]=12.C(=O)([O-])[O-].[K+].[K+].C(=O)([O-])[O-].[Na+].[Na+], predict the reaction product. The product is: [F:1][C:2]1[CH:7]=[C:6]([S:8]([CH3:11])(=[O:9])=[O:10])[CH:5]=[CH:4][C:3]=1[O:12][C:14]1[N:19]=[CH:18][N:17]=[C:16]2[N:20]([CH:23]3[CH2:28][CH2:27][CH:26]([C:29]4[O:33][N:32]=[C:31]([CH:34]([CH3:36])[CH3:35])[N:30]=4)[CH2:25][CH2:24]3)[N:21]=[CH:22][C:15]=12. (3) Given the reactants Cl[C:2]1[N:7]=[C:6]([C:8]2[C:16]3[C:11](=[CH:12][CH:13]=[CH:14][CH:15]=3)[NH:10][CH:9]=2)[C:5]([Cl:17])=[CH:4][N:3]=1.[NH2:18][C:19]1[CH:24]=[CH:23][C:22]([N:25]2[CH2:30][CH2:29][CH:28]([N:31]([CH3:33])[CH3:32])[CH2:27][CH2:26]2)=[CH:21][C:20]=1[O:34][CH3:35], predict the reaction product. The product is: [Cl:17][C:5]1[C:6]([C:8]2[C:16]3[C:11](=[CH:12][CH:13]=[CH:14][CH:15]=3)[NH:10][CH:9]=2)=[N:7][C:2]([NH:18][C:19]2[CH:24]=[CH:23][C:22]([N:25]3[CH2:30][CH2:29][CH:28]([N:31]([CH3:32])[CH3:33])[CH2:27][CH2:26]3)=[CH:21][C:20]=2[O:34][CH3:35])=[N:3][CH:4]=1. (4) Given the reactants [Br:1][C:2]1[CH:3]=[C:4]2[C:9](Cl)=[C:8]([C:11]([NH2:13])=[O:12])[CH:7]=[N:6][N:5]2[CH:14]=1.[NH2:15][CH:16]1[CH2:30][CH:19]2[CH2:20][N:21]([C:23]([O:25][C:26]([CH3:29])([CH3:28])[CH3:27])=[O:24])[CH2:22][CH:18]2[CH:17]1[CH3:31].C(N(CC)C(C)C)(C)C, predict the reaction product. The product is: [Br:1][C:2]1[CH:3]=[C:4]2[C:9]([NH:15][C@@H:16]3[CH2:30][C@@H:19]4[CH2:20][N:21]([C:23]([O:25][C:26]([CH3:28])([CH3:27])[CH3:29])=[O:24])[CH2:22][C@@H:18]4[C@H:17]3[CH3:31])=[C:8]([C:11](=[O:12])[NH2:13])[CH:7]=[N:6][N:5]2[CH:14]=1. (5) Given the reactants [C:1]([O:4][C@H:5]1[C@@H:10]([O:11][C:12](=[O:14])[CH3:13])[C@H:9]([O:15][C:16](=[O:18])[CH3:17])[C@@H:8]([CH2:19][O:20][C:21](=[O:23])[CH3:22])[O:7][C@@H:6]1[O:24][C@H:25]1[C@H:30]([O:31][C:32](=[O:34])[CH3:33])[C@@H:29]([CH2:35][O:36][C:37](=[O:39])[CH3:38])[O:28][C@H:27]([O:40][C@H:41]2[C@H:46]([O:47][C:48](=[O:50])[CH3:49])[C@@H:45]([CH2:51][O:52][C:53](=[O:55])[CH3:54])[O:44][C@H:43]([O:56][C@H:57]3[C@H:62]([O:63][C:64](=[O:66])[CH3:65])[C@@H:61]([CH2:67][O:68][C:69](=[O:71])[CH3:70])[O:60][C@H:59]([O:72][C@H:73]4[C@@H:94]([O:95][C:96](=[O:98])[CH3:97])[C@H:93]([O:99][C:100](=[O:102])[CH3:101])[C@@H:92]([CH2:103][O:104][C:105](=[O:107])[CH3:106])[O:91][C@@H:74]4[O:75][CH2:76][CH2:77][CH2:78][CH2:79][CH2:80][CH2:81][CH2:82][CH2:83][CH2:84][CH2:85][CH2:86][CH2:87][N:88]=[N+:89]=[N-:90])[C@H:58]3[O:108][C:109](=[O:111])[CH3:110])[C@H:42]2[O:112][C:113](=[O:115])[CH3:114])[C@H:26]1[O:116][C:117](=[O:119])[CH3:118])(=[O:3])[CH3:2].[C:120]1([C:126]#[CH:127])[CH:125]=[CH:124][CH:123]=[CH:122][CH:121]=1.O=C1O[C@H]([C@H](CO)O)C([O-])=C1O.[Na+], predict the reaction product. The product is: [C:1]([O:4][C@H:5]1[C@@H:10]([O:11][C:12](=[O:14])[CH3:13])[C@H:9]([O:15][C:16](=[O:18])[CH3:17])[C@@H:8]([CH2:19][O:20][C:21](=[O:23])[CH3:22])[O:7][C@@H:6]1[O:24][C@H:25]1[C@H:30]([O:31][C:32](=[O:34])[CH3:33])[C@@H:29]([CH2:35][O:36][C:37](=[O:39])[CH3:38])[O:28][C@H:27]([O:40][C@H:41]2[C@H:46]([O:47][C:48](=[O:50])[CH3:49])[C@@H:45]([CH2:51][O:52][C:53](=[O:55])[CH3:54])[O:44][C@H:43]([O:56][C@H:57]3[C@H:62]([O:63][C:64](=[O:66])[CH3:65])[C@@H:61]([CH2:67][O:68][C:69](=[O:71])[CH3:70])[O:60][C@H:59]([O:72][C@H:73]4[C@@H:94]([O:95][C:96](=[O:98])[CH3:97])[C@H:93]([O:99][C:100](=[O:102])[CH3:101])[C@@H:92]([CH2:103][O:104][C:105](=[O:107])[CH3:106])[O:91][C@@H:74]4[O:75][CH2:76][CH2:77][CH2:78][CH2:79][CH2:80][CH2:81][CH2:82][CH2:83][CH2:84][CH2:85][CH2:86][CH2:87][N:88]4[CH:127]=[C:126]([C:120]5[CH:125]=[CH:124][CH:123]=[CH:122][CH:121]=5)[N:90]=[N:89]4)[C@H:58]3[O:108][C:109](=[O:111])[CH3:110])[C@H:42]2[O:112][C:113](=[O:115])[CH3:114])[C@H:26]1[O:116][C:117](=[O:119])[CH3:118])(=[O:3])[CH3:2]. (6) The product is: [F:31][C:22]1[C:21]([C:8]2[CH:7]=[CH:6][C:5]([NH2:19])=[C:4]([N+:1]([O-:3])=[O:2])[CH:9]=2)=[C:26]([C:27]([F:28])([F:29])[F:30])[CH:25]=[CH:24][CH:23]=1. Given the reactants [N+:1]([C:4]1[CH:9]=[C:8](B2OC(C)(C)C(C)(C)O2)[CH:7]=[CH:6][C:5]=1[NH2:19])([O-:3])=[O:2].Br[C:21]1[C:26]([C:27]([F:30])([F:29])[F:28])=[CH:25][CH:24]=[CH:23][C:22]=1[F:31].C([O-])([O-])=O.[Na+].[Na+], predict the reaction product. (7) Given the reactants [CH3:1][O-:2].[Na+].[Br:4][C:5]1[CH:10]=[CH:9][CH:8]=[C:7](Br)[N:6]=1, predict the reaction product. The product is: [Br:4][C:5]1[CH:10]=[CH:9][CH:8]=[C:7]([O:2][CH3:1])[N:6]=1. (8) Given the reactants [OH:1][C:2]1[C:7]([CH3:8])=[C:6]([OH:9])[CH:5]=[CH:4][C:3]=1[C:10](=[O:20])[CH2:11][C:12]1[CH:17]=[CH:16][C:15]([O:18][CH3:19])=[CH:14][CH:13]=1.C([O-])([O-])=O.[K+].[K+].[C:27](OC(=O)C)(=O)[CH3:28], predict the reaction product. The product is: [CH3:19][O:18][C:15]1[CH:16]=[CH:17][C:12]([C:11]2[CH:10]([OH:20])[C:3]3[C:2](=[C:7]([CH3:8])[C:6]([OH:9])=[CH:5][CH:4]=3)[O:1][C:27]=2[CH3:28])=[CH:13][CH:14]=1.